From a dataset of Retrosynthesis with 50K atom-mapped reactions and 10 reaction types from USPTO. Predict the reactants needed to synthesize the given product. (1) Given the product N#Cc1ccc(-c2noc(-c3cn4cc(C(F)(F)F)cc(Cl)c4n3)n2)c(Cl)c1, predict the reactants needed to synthesize it. The reactants are: NC(=O)c1ccc(-c2noc(-c3cn4cc(C(F)(F)F)cc(Cl)c4n3)n2)c(Cl)c1. (2) Given the product NC1=Nc2cnc(Oc3ccccc3)cc2CN1[C@@H](CCC(=O)N(CCOCc1ccccc1)[C@H]1CC[C@@H](C(=O)O)CC1)C1CCOCC1, predict the reactants needed to synthesize it. The reactants are: NC1=Nc2cnc(Oc3ccccc3)cc2CN1[C@@H](CCC(=O)N(CCOCc1ccccc1)C1CCC(C(=O)OCc2ccccc2)CC1)C1CCOCC1.